From a dataset of Reaction yield outcomes from USPTO patents with 853,638 reactions. Predict the reaction yield, written as a fraction of the theoretical maximum amount of product (1.0 means a 100% yield; for example, 0.34 means a 34% yield). (1) The reactants are [C:1]([C:4]1[CH:9]=[CH:8][CH:7]=[C:6]([C:10](=O)[CH3:11])[N:5]=1)(=[O:3])[CH3:2].[CH2:13]([C:15]1[CH:21]=[CH:20][CH:19]=[C:18]([CH2:22][CH3:23])[C:16]=1[NH2:17])[CH3:14].C(O)=O. The catalyst is CCCCCCC. The product is [CH2:13]([C:15]1[CH:21]=[CH:20][CH:19]=[C:18]([CH2:22][CH3:23])[C:16]=1[N:17]=[C:10]([C:6]1[N:5]=[C:4]([C:1](=[O:3])[CH3:2])[CH:9]=[CH:8][CH:7]=1)[CH3:11])[CH3:14]. The yield is 0.400. (2) The product is [OH:1][C:2]1[N:7]=[C:6]([NH:8][C:9]([NH:11][C:12]2[CH:13]=[CH:14][C:15]([C:28]3[N:29]=[C:30]([N:38]4[CH2:43][CH2:42][O:41][CH2:40][C@@H:39]4[CH3:44])[C:31]4[CH2:36][N:35]([CH3:37])[CH2:34][C:32]=4[N:33]=3)=[CH:16][CH:17]=2)=[O:10])[CH:5]=[CH:4][CH:3]=1. The reactants are [OH:1][C:2]1[N:7]=[C:6]([NH:8][C:9]([NH:11][C:12]2[CH:17]=[CH:16][C:15](B3OC(C)(C)C(C)(C)O3)=[CH:14][CH:13]=2)=[O:10])[CH:5]=[CH:4][CH:3]=1.Cl[C:28]1[N:29]=[C:30]([N:38]2[CH2:43][CH2:42][O:41][CH2:40][C@@H:39]2[CH3:44])[C:31]2[CH2:36][N:35]([CH3:37])[CH2:34][C:32]=2[N:33]=1. No catalyst specified. The yield is 0.0920. (3) The reactants are [CH3:1][N:2]([C:4]1[N:9]=[CH:8][C:7](Br)=[CH:6][N:5]=1)[CH3:3].[CH3:11][N:12]([CH3:20])[C:13]1[CH:18]=[CH:17][C:16]([NH2:19])=[CH:15][CH:14]=1. No catalyst specified. The product is [CH3:11][N:12]([CH3:20])[C:13]1[CH:18]=[CH:17][C:16]([NH:19][C:7]2[CH:6]=[N:5][C:4]([N:2]([CH3:3])[CH3:1])=[N:9][CH:8]=2)=[CH:15][CH:14]=1. The yield is 0.870. (4) The reactants are [C:1]1([CH:11]=O)[C:10]2[C:5](=[CH:6][CH:7]=[CH:8][CH:9]=2)[CH:4]=[CH:3][CH:2]=1.[CH:13]1([CH2:16][NH2:17])[CH2:15][CH2:14]1.[Cl:18][C:19]1[CH:27]=[C:26]2[C:22]([CH:23]=[CH:24][NH:25]2)=[CH:21][CH:20]=1. The catalyst is C(Cl)Cl. The product is [Cl:18][C:19]1[CH:27]=[C:26]2[C:22]([C:23]([CH:11]([NH:17][CH2:16][CH:13]3[CH2:15][CH2:14]3)[C:1]3[C:10]4[C:5](=[CH:6][CH:7]=[CH:8][CH:9]=4)[CH:4]=[CH:3][CH:2]=3)=[CH:24][NH:25]2)=[CH:21][CH:20]=1. The yield is 0.370. (5) The reactants are [CH:1]1[C:13]2[CH:12]([CH2:14][O:15][C:16](=[O:36])[NH:17][C:18]([N:21]3[C:29]4[C:28]5[CH:30]=[CH:31][C:32]([O:34][CH3:35])=[CH:33][C:27]=5[CH2:26][CH2:25][C:24]=4[CH:23]=[N:22]3)([CH3:20])[CH3:19])[C:11]3[C:6](=[CH:7][CH:8]=[CH:9][CH:10]=3)[C:5]=2[CH:4]=[CH:3][CH:2]=1.C(C1C(=O)C(Cl)=C(Cl)C(=O)C=1C#N)#N.C([O-])(O)=O.[Na+]. The catalyst is O1CCOCC1. The product is [CH:10]1[C:11]2[CH:12]([CH2:14][O:15][C:16](=[O:36])[NH:17][C:18]([N:21]3[C:29]4[C:24](=[CH:25][CH:26]=[C:27]5[CH:33]=[C:32]([O:34][CH3:35])[CH:31]=[CH:30][C:28]5=4)[CH:23]=[N:22]3)([CH3:20])[CH3:19])[C:13]3[C:5](=[CH:4][CH:3]=[CH:2][CH:1]=3)[C:6]=2[CH:7]=[CH:8][CH:9]=1. The yield is 0.910. (6) The reactants are [NH2:1][CH2:2][C:3]1[CH:25]=[CH:24][C:6]([C:7]([NH:9][C@H:10]([C:21]([OH:23])=[O:22])[CH2:11][NH:12][C:13](=[O:20])[C:14]2[CH:19]=[CH:18][CH:17]=[CH:16][CH:15]=2)=[O:8])=[C:5]([Cl:26])[CH:4]=1.[OH:27][C:28]1[CH:29]=[C:30]([CH:34]=[CH:35][CH:36]=1)[C:31](O)=[O:32].C1(N=C=NC2CCCCC2)CCCCC1.O.[OH-].[Li+].Cl. The catalyst is O1CCCC1.CN(C=O)C.O.CO. The product is [Cl:26][C:5]1[CH:4]=[C:3]([CH2:2][NH:1][C:31]([C:30]2[CH:34]=[CH:35][CH:36]=[C:28]([OH:27])[CH:29]=2)=[O:32])[CH:25]=[CH:24][C:6]=1[C:7]([NH:9][C@H:10]([C:21]([OH:23])=[O:22])[CH2:11][NH:12][C:13](=[O:20])[C:14]1[CH:19]=[CH:18][CH:17]=[CH:16][CH:15]=1)=[O:8]. The yield is 0.0900.